From a dataset of Catalyst prediction with 721,799 reactions and 888 catalyst types from USPTO. Predict which catalyst facilitates the given reaction. (1) Reactant: [Cl:1][C:2]1[CH:7]=[C:6]([N+:8]([O-:10])=[O:9])[CH:5]=[C:4]([C:11]([C:14]2[CH:19]=[C:18]([CH3:20])[CH:17]=[C:16]([O:21][CH:22]([CH3:24])[CH3:23])[CH:15]=2)([CH3:13])[CH3:12])[CH:3]=1.C1C(=O)N([Br:32])C(=O)C1.CC(N=NC(C#N)(C)C)(C#N)C. Product: [Br:32][CH2:20][C:18]1[CH:17]=[C:16]([O:21][CH:22]([CH3:24])[CH3:23])[CH:15]=[C:14]([C:11]([C:4]2[CH:5]=[C:6]([N+:8]([O-:10])=[O:9])[CH:7]=[C:2]([Cl:1])[CH:3]=2)([CH3:13])[CH3:12])[CH:19]=1. The catalyst class is: 53. (2) Reactant: C(OC([N:6]1[C:34]2[C:29](=[CH:30][CH:31]=[C:32]([Cl:35])[CH:33]=2)[C:8]2([CH:13]([C:14]3[CH:19]=[CH:18][CH:17]=[C:16]([Cl:20])[CH:15]=3)[CH2:12][C:11](=[O:21])[NH:10][CH:9]2[C:22]2[CH:27]=[CH:26][CH:25]=[CH:24][C:23]=2[CH3:28])[C:7]1=[O:36])=O)C.[OH-].[Na+]. Product: [Cl:35][C:32]1[CH:33]=[C:34]2[NH:6][C:7](=[O:36])[C:8]3([CH:13]([C:14]4[CH:19]=[CH:18][CH:17]=[C:16]([Cl:20])[CH:15]=4)[CH2:12][C:11](=[O:21])[NH:10][CH:9]3[C:22]3[CH:27]=[CH:26][CH:25]=[CH:24][C:23]=3[CH3:28])[C:29]2=[CH:30][CH:31]=1. The catalyst class is: 5. (3) The catalyst class is: 1. Product: [NH2:1][CH:5]([CH2:6][C:7]1[C:15]2[C:10](=[CH:11][CH:12]=[CH:13][CH:14]=2)[NH:9][CH:8]=1)[CH2:4][C:2]#[N:3]. Reactant: [NH3:1].[C:2]([CH2:4][CH:5](C1C=C(C)C=CC=1S(N)(=O)=O)[CH2:6][C:7]1[C:15]2[C:10](=[CH:11][CH:12]=[CH:13][CH:14]=2)[NH:9][CH:8]=1)#[N:3].[Na].